Task: Predict which catalyst facilitates the given reaction.. Dataset: Catalyst prediction with 721,799 reactions and 888 catalyst types from USPTO (1) Reactant: [O:1]=[S:2]1(=[O:17])[CH2:6][CH2:5][CH2:4][N:3]1[C:7]12[CH2:15][CH:11]3[CH2:12][CH:13]([CH2:14]1)[C:9]([NH2:16])([CH2:10]3)[CH2:8]2.C([O-])([O-])=O.[K+].[K+].Cl[CH2:25][C:26]([N:28]1[CH2:32][CH2:31][CH2:30][C@H:29]1[C:33]#[N:34])=[O:27]. Product: [O:1]=[S:2]1(=[O:17])[CH2:6][CH2:5][CH2:4][N:3]1[C:7]12[CH2:15][CH:11]3[CH2:10][C:9]([NH:16][CH2:25][C:26]([N:28]4[CH2:32][CH2:31][CH2:30][C@H:29]4[C:33]#[N:34])=[O:27])([CH2:8]1)[CH:13]([CH2:12]3)[CH2:14]2. The catalyst class is: 197. (2) Reactant: N[CH:2]([CH2:24][CH2:25][CH3:26])[CH2:3][CH2:4][N:5]1[C:13]([S:14][C:15]2[CH:20]=[C:19]([Cl:21])[CH:18]=[C:17]([Cl:22])[CH:16]=2)=[N:12][C:11]2[C:6]1=[N:7][CH:8]=[N:9][C:10]=2[NH2:23].[CH:27]1[C:32]([N:33]=[C:34]=[S:35])=[CH:31][C:30]2[C:36]([O:38][C:39]3([C:49]4[CH:50]=[CH:51][C:52]([OH:54])=[CH:53][C:48]=4[O:47][C:41]4[CH:42]=[C:43]([OH:46])[CH:44]=[CH:45][C:40]3=4)[C:29]=2[CH:28]=1)=[O:37].[CH3:55][CH2:56][N:57](CC)CC. Product: [NH2:23][C:10]1[N:9]=[CH:8][N:7]=[C:6]2[C:11]=1[N:12]=[C:13]([S:14][C:15]1[CH:16]=[C:17]([Cl:22])[CH:18]=[C:19]([Cl:21])[CH:20]=1)[N:5]2[CH2:4][CH2:3][CH2:2][CH2:24][CH2:25][CH2:26][CH2:55][CH2:56][NH:57][C:34](=[S:35])[NH:33][C:32]1[CH:27]=[CH:28][C:29]([C:39]2[C:40]3[C:41]([O:47][C:48]4[C:49]=2[CH:50]=[CH:51][C:52](=[O:54])[CH:53]=4)=[CH:42][C:43]([OH:46])=[CH:44][CH:45]=3)=[C:30]([CH:31]=1)[C:36]([OH:38])=[O:37]. The catalyst class is: 3. (3) Reactant: [F:1][C:2]1[C:7]([C:8]2[CH:13]=[CH:12][N:11]=[CH:10][CH:9]=2)=[CH:6][CH:5]=[CH:4][C:3]=1[S:14]([N:17]([CH3:19])[CH3:18])(=[O:16])=[O:15].I[CH2:21][CH3:22].[BH4-].[Na+]. Product: [CH2:21]([N:11]1[CH2:10][CH:9]=[C:8]([C:7]2[C:2]([F:1])=[C:3]([S:14]([N:17]([CH3:19])[CH3:18])(=[O:16])=[O:15])[CH:4]=[CH:5][CH:6]=2)[CH2:13][CH2:12]1)[CH3:22]. The catalyst class is: 8.